From a dataset of Peptide-MHC class I binding affinity with 185,985 pairs from IEDB/IMGT. Regression. Given a peptide amino acid sequence and an MHC pseudo amino acid sequence, predict their binding affinity value. This is MHC class I binding data. (1) The peptide sequence is EMWAQDAAM. The MHC is HLA-A23:01 with pseudo-sequence HLA-A23:01. The binding affinity (normalized) is 0. (2) The peptide sequence is YQIEGAWRA. The MHC is HLA-B57:01 with pseudo-sequence HLA-B57:01. The binding affinity (normalized) is 0.0847. (3) The peptide sequence is SSFIMRNFLR. The MHC is HLA-A31:01 with pseudo-sequence HLA-A31:01. The binding affinity (normalized) is 0.975. (4) The peptide sequence is IMRNFLRSIA. The MHC is HLA-A02:02 with pseudo-sequence HLA-A02:02. The binding affinity (normalized) is 0.622.